This data is from Reaction yield outcomes from USPTO patents with 853,638 reactions. The task is: Predict the reaction yield, written as a fraction of the theoretical maximum amount of product (1.0 means a 100% yield; for example, 0.34 means a 34% yield). (1) The reactants are [N:1]1[CH:6]=[CH:5][CH:4]=[C:3]([C:7]2[N:23]=[C:10]3[CH:11]=[CH:12][C:13]([NH:15]C(=O)OC(C)(C)C)=[CH:14][N:9]3[N:8]=2)[CH:2]=1.Cl.C(OCC)C. The catalyst is ClCCl. The product is [N:1]1[CH:6]=[CH:5][CH:4]=[C:3]([C:7]2[N:23]=[C:10]3[CH:11]=[CH:12][C:13]([NH2:15])=[CH:14][N:9]3[N:8]=2)[CH:2]=1. The yield is 0.530. (2) The reactants are [Cl:1][C:2]1[CH:9]=[C:8]([S:10]([N:13]2[CH:17]=[C:16]([CH:18]=O)[CH:15]=[C:14]2[C:20]2[CH:25]=[CH:24][CH:23]=[CH:22][CH:21]=2)(=[O:12])=[O:11])[CH:7]=[CH:6][C:3]=1[C:4]#[N:5].CO.[CH3:28][NH2:29].[BH4-].[Na+]. No catalyst specified. The product is [ClH:1].[Cl:1][C:2]1[CH:9]=[C:8]([S:10]([N:13]2[CH:17]=[C:16]([CH2:18][NH:29][CH3:28])[CH:15]=[C:14]2[C:20]2[CH:25]=[CH:24][CH:23]=[CH:22][CH:21]=2)(=[O:12])=[O:11])[CH:7]=[CH:6][C:3]=1[C:4]#[N:5]. The yield is 0.240. (3) The reactants are Cl.[NH2:2][CH2:3][C:4]1[CH:12]=[CH:11][CH:10]=[C:9]2[C:5]=1[C:6](=[O:22])[N:7]([CH:14]1[CH2:19][CH2:18][C:17](=[O:20])[NH:16][C:15]1=[O:21])[C:8]2=[O:13].N12CCCN=C1CCCCC2.[Cl:34][C:35]1[CH:36]=[C:37]([CH2:41][C:42](O)=[O:43])[CH:38]=[CH:39][CH:40]=1.Cl.CN(C)CCCN=C=NCC. The catalyst is CC#N. The product is [Cl:34][C:35]1[CH:36]=[C:37]([CH2:41][C:42]([NH:2][CH2:3][C:4]2[CH:12]=[CH:11][CH:10]=[C:9]3[C:5]=2[C:6](=[O:22])[N:7]([CH:14]2[CH2:19][CH2:18][C:17](=[O:20])[NH:16][C:15]2=[O:21])[C:8]3=[O:13])=[O:43])[CH:38]=[CH:39][CH:40]=1. The yield is 0.760. (4) The reactants are [CH:1]1([CH:7]([NH:19][C:20]2[N:25]=[CH:24][C:23]([C:26](O)=[O:27])=[CH:22][CH:21]=2)[C:8]2[O:9][C:10]3[CH:17]=[CH:16][C:15]([F:18])=[CH:14][C:11]=3[C:12]=2[CH3:13])[CH2:6][CH2:5][CH2:4][CH2:3][CH2:2]1.Cl.[CH2:30]([O:32][C:33](=[O:37])[CH2:34][CH2:35][NH2:36])[CH3:31].O.ON1C2C=CC=CC=2N=N1.Cl.C(N=C=NCCCN(C)C)C.[Cl-].[NH4+]. The catalyst is CN(C)C=O.C(N(CC)CC)C. The product is [CH:1]1([CH:7]([NH:19][C:20]2[N:25]=[CH:24][C:23]([C:26]([NH:36][CH2:35][CH2:34][C:33]([O:32][CH2:30][CH3:31])=[O:37])=[O:27])=[CH:22][CH:21]=2)[C:8]2[O:9][C:10]3[CH:17]=[CH:16][C:15]([F:18])=[CH:14][C:11]=3[C:12]=2[CH3:13])[CH2:6][CH2:5][CH2:4][CH2:3][CH2:2]1. The yield is 0.970. (5) The reactants are [Cl:1][C:2]1[CH:3]=[C:4]([NH:9][C:10]([C:12]2[C:13](=[O:25])[N:14]([C:19]3[CH:24]=[CH:23][CH:22]=[CH:21][CH:20]=3)[N:15]([CH3:18])[C:16]=2[CH3:17])=[O:11])[CH:5]=[CH:6][C:7]=1[OH:8].CC([O-])(C)C.[K+].Cl[C:33]1[CH:38]=[CH:37][N:36]=[C:35]([C:39]([NH2:41])=[O:40])[CH:34]=1. The catalyst is CN(C=O)C. The product is [Cl:1][C:2]1[CH:3]=[C:4]([NH:9][C:10]([C:12]2[C:13](=[O:25])[N:14]([C:19]3[CH:20]=[CH:21][CH:22]=[CH:23][CH:24]=3)[N:15]([CH3:18])[C:16]=2[CH3:17])=[O:11])[CH:5]=[CH:6][C:7]=1[O:8][C:33]1[CH:38]=[CH:37][N:36]=[C:35]([C:39]([NH2:41])=[O:40])[CH:34]=1. The yield is 0.404. (6) The reactants are [CH3:1]/[C:2](/[CH:26]=[CH:27]/[CH:28]=[C:29](/[CH:31]=[C:32]=[C:33]1[C:38]([CH3:40])([CH3:39])[CH2:37][C@H:36]([O:41][C:42]([CH3:44])=[O:43])[CH2:35][C@:34]1([OH:46])[CH3:45])\[CH3:30])=[CH:3]\[CH:4]=[C:5](\[CH:7]=[CH:8]\[CH:9]=[C:10](\[C:12]([CH2:14][C@:15]12[C:21]([CH3:23])([CH3:22])[CH2:20][C@H:19]([OH:24])[CH2:18][C@@:16]1([CH3:25])[O:17]2)=[O:13])/[CH3:11])/[CH3:6].C(N(CC)C(C)C)(C)C.[CH:56]1[C:61](=[O:62])[O:60][C:58](=[O:59])[C:57]=1[CH2:63][C:64]([OH:66])=[O:65]. The catalyst is C(Cl)Cl.O1CCCC1.CN(C1C=CN=CC=1)C.C(Cl)Cl. The product is [CH3:1]/[C:2](/[CH:26]=[CH:27]/[CH:28]=[C:29](/[CH:31]=[C:32]=[C:33]1[C:38]([CH3:40])([CH3:39])[CH2:37][C@H:36]([O:41][C:42]([CH3:44])=[O:43])[CH2:35][C@:34]1([OH:46])[CH3:45])\[CH3:30])=[CH:3]\[CH:4]=[C:5](\[CH:7]=[CH:8]\[CH:9]=[C:10](\[C:12]([CH2:14][C@:15]12[C:21]([CH3:22])([CH3:23])[CH2:20][C@H:19]([OH:24])[CH2:18][C@@:16]1([CH3:25])[O:17]2)=[O:13])/[CH3:11])/[CH3:6].[C:61]([O-:60])(=[O:62])[CH:56]=[C:57]([CH2:63][C:64]([O-:66])=[O:65])[C:58]([O-:13])=[O:59]. The yield is 0.400.